From a dataset of Reaction yield outcomes from USPTO patents with 853,638 reactions. Predict the reaction yield, written as a fraction of the theoretical maximum amount of product (1.0 means a 100% yield; for example, 0.34 means a 34% yield). (1) The reactants are [CH3:1][Si:2]([CH3:44])([CH3:43])[CH2:3][CH2:4][O:5][C:6](=[O:42])[CH:7]([CH2:33][CH:34]=[CH:35][CH2:36][P:37]([OH:41])([O:39][CH3:40])=[O:38])[CH2:8][C:9]([CH3:32])=[CH:10][CH2:11][C:12]1[C:13]([O:25][CH2:26][CH2:27][Si:28]([CH3:31])([CH3:30])[CH3:29])=[C:14]2[C:18](=[C:19]([CH3:23])[C:20]=1[O:21][CH3:22])[CH2:17][O:16][C:15]2=[O:24].C1CN([P+](ON2N=NC3C=CC=CC2=3)(N2CCCC2)N2CCCC2)CC1.F[P-](F)(F)(F)(F)F.[C:78]([O:83][CH2:84][CH3:85])(=[O:82])[C@H:79]([CH3:81])O.CCN(C(C)C)C(C)C. The catalyst is CN(C=O)C. The product is [CH3:44][Si:2]([CH3:43])([CH3:1])[CH2:3][CH2:4][O:5][C:6](=[O:42])[CH:7]([CH2:33][CH:34]=[CH:35][CH2:36][P:37]([O:41][CH:79]([C:78]([O:83][CH2:84][CH3:85])=[O:82])[CH3:81])([O:39][CH3:40])=[O:38])[CH2:8][C:9]([CH3:32])=[CH:10][CH2:11][C:12]1[C:13]([O:25][CH2:26][CH2:27][Si:28]([CH3:31])([CH3:30])[CH3:29])=[C:14]2[C:18](=[C:19]([CH3:23])[C:20]=1[O:21][CH3:22])[CH2:17][O:16][C:15]2=[O:24]. The yield is 0.740. (2) The reactants are [CH2:1]([O:21][CH:22]([CH2:30][CH3:31])[C:23]([O:25]C(C)(C)C)=[O:24])[CH2:2][CH2:3][CH2:4]/[CH:5]=[CH:6]\[CH2:7]/[CH:8]=[CH:9]\[CH2:10]/[CH:11]=[CH:12]\[CH2:13]/[CH:14]=[CH:15]\[CH2:16]/[CH:17]=[CH:18]\[CH2:19][CH3:20].FC(F)(F)C(O)=O.O. The catalyst is ClCCl. The product is [CH2:1]([O:21][CH:22]([CH2:30][CH3:31])[C:23]([OH:25])=[O:24])[CH2:2][CH2:3][CH2:4]/[CH:5]=[CH:6]\[CH2:7]/[CH:8]=[CH:9]\[CH2:10]/[CH:11]=[CH:12]\[CH2:13]/[CH:14]=[CH:15]\[CH2:16]/[CH:17]=[CH:18]\[CH2:19][CH3:20]. The yield is 0.710. (3) The reactants are [CH:1]1[CH:2]=[CH:3][C:4]2[NH:9][CH:8]=[C:7]([CH2:10][CH2:11][OH:12])[C:5]=2[CH:6]=1.[C:13]([CH2:17][C:18]([O:20][CH2:21][CH3:22])=[O:19])(=O)[CH2:14][CH3:15].O.C1(C)C=CC(S(O)(=O)=O)=CC=1. The catalyst is C1C=CC=CC=1. The product is [CH2:21]([O:20][C:18](=[O:19])[CH2:17][C:13]1([CH2:14][CH3:15])[C:8]2[NH:9][C:4]3[C:5]([C:7]=2[CH2:10][CH2:11][O:12]1)=[CH:6][CH:1]=[CH:2][CH:3]=3)[CH3:22]. The yield is 0.680. (4) The reactants are [OH:1][C:2]1[CH:7]=[CH:6][C:5]([CH2:8][CH2:9][CH2:10][CH2:11][C:12]([OH:14])=O)=[CH:4][CH:3]=1.OC1C=CC(SCCC[C:26]([N:28]([CH2:30][C:31]2[CH:36]=[CH:35][CH:34]=[CH:33][C:32]=2[O:37][CH:38]([CH3:40])[CH3:39])C)=O)=CC=1. No catalyst specified. The product is [OH:1][C:2]1[CH:3]=[CH:4][C:5]([CH2:8][CH2:9][CH2:10][CH2:11][C:12]([N:28]([CH2:30][C:31]2[CH:36]=[CH:35][CH:34]=[CH:33][C:32]=2[O:37][CH:38]([CH3:40])[CH3:39])[CH3:26])=[O:14])=[CH:6][CH:7]=1. The yield is 0.530.